This data is from CYP1A2 inhibition data for predicting drug metabolism from PubChem BioAssay. The task is: Regression/Classification. Given a drug SMILES string, predict its absorption, distribution, metabolism, or excretion properties. Task type varies by dataset: regression for continuous measurements (e.g., permeability, clearance, half-life) or binary classification for categorical outcomes (e.g., BBB penetration, CYP inhibition). Dataset: cyp1a2_veith. (1) The compound is COC(=O)[C@@]1(Cc2ccc(F)cc2)[C@H]2c3cc(C(=O)N(C)C)n(Cc4ccccc4)c3C[C@H]2CN1C(=O)c1ccccc1. The result is 0 (non-inhibitor). (2) The drug is N#Cc1ccc(CN2CCC3(CC2)CCN(C(=O)c2cccc(F)c2)CC3)cc1. The result is 0 (non-inhibitor). (3) The molecule is COc1ccc([C@H](O)c2ccccn2)cc1. The result is 0 (non-inhibitor). (4) The compound is Cc1nn(C(C)C(=O)N2CCc3ccccc32)c(C)c1[N+](=O)[O-]. The result is 0 (non-inhibitor).